This data is from Catalyst prediction with 721,799 reactions and 888 catalyst types from USPTO. The task is: Predict which catalyst facilitates the given reaction. (1) Reactant: [CH3:1][N:2]1[C:7](=[O:8])[C:6]([C:9]2[CH:14]=[CH:13][N:12]=[CH:11][CH:10]=2)=[C:5]2[C:15](=O)[N:16]([CH2:19][CH2:20][C:21]3[CH:30]=[CH:29][C:28]4[C:23](=[CH:24][CH:25]=[CH:26][CH:27]=4)[N:22]=3)[C:17](=[O:18])[C:4]2=[CH:3]1. Product: [CH3:1][N:2]1[C:7](=[O:8])[C:6]([C:9]2[CH:10]=[CH:11][N:12]=[CH:13][CH:14]=2)=[C:5]2[CH2:15][N:16]([CH2:19][CH2:20][C:21]3[CH:30]=[CH:29][C:28]4[C:23](=[CH:24][CH:25]=[CH:26][CH:27]=4)[N:22]=3)[C:17](=[O:18])[C:4]2=[CH:3]1. The catalyst class is: 183. (2) Reactant: C(N[CH:5]([CH3:7])[CH3:6])(C)C.C([Li])CCC.[C:13]([O:18][CH2:19][CH3:20])(=[O:17])C(C)C.[Cl:21][C:22]([CH2:24]Cl)=[CH2:23]. Product: [CH2:19]([O:18][C:13](=[O:17])[C:5]([CH3:6])([CH3:7])[CH2:24][C:22]([Cl:21])=[CH2:23])[CH3:20]. The catalyst class is: 1. (3) Reactant: Cl[C:2]1[N:7]=[C:6]([O:8][CH2:9][CH2:10][CH2:11][OH:12])[CH:5]=[CH:4][N:3]=1.O[C:14]1[CH:15]=[C:16]2[C:20](=[CH:21][CH:22]=1)[C@H:19]([CH2:23][C:24]([O:26]CC)=[O:25])[CH2:18][CH2:17]2.[CH:42]1[CH:47]=[CH:46][C:45](P([C:42]2[CH:47]=[CH:46][CH:45]=[CH:44][CH:43]=2)[C:42]2[CH:47]=[CH:46][CH:45]=[CH:44][CH:43]=2)=[CH:44][CH:43]=1.[CH2:48]1CCN(C(N=NC(N2CCCCC2)=O)=O)C[CH2:49]1. Product: [CH2:48]([C:42]1[CH:43]=[CH:44][C:45]([C:2]2[N:7]=[C:6]([O:8][CH2:9][CH2:10][CH2:11][O:12][C:14]3[CH:15]=[C:16]4[C:20](=[CH:21][CH:22]=3)[C@H:19]([CH2:23][C:24]([OH:26])=[O:25])[CH2:18][CH2:17]4)[CH:5]=[CH:4][N:3]=2)=[CH:46][CH:47]=1)[CH3:49]. The catalyst class is: 1. (4) Reactant: [C:1](=[S:10])([NH:8][NH2:9])[C:2]1[CH:7]=[CH:6][CH:5]=[CH:4][CH:3]=1.[Cl:11][C:12]1[CH:29]=[CH:28][C:15]([CH2:16][N:17]2[C:27]3[C:22](=[CH:23][CH:24]=[CH:25][CH:26]=3)[C:20](=O)[C:18]2=[O:19])=[CH:14][CH:13]=1.C(Cl)Cl.CCCCCC. Product: [Cl:11][C:12]1[CH:29]=[CH:28][C:15]([CH2:16][N:17]2[C:27]3[C:22](=[CH:23][CH:24]=[CH:25][CH:26]=3)[C:20]3([NH:9][N:8]=[C:1]([C:2]4[CH:7]=[CH:6][CH:5]=[CH:4][CH:3]=4)[S:10]3)[C:18]2=[O:19])=[CH:14][CH:13]=1. The catalyst class is: 14. (5) Reactant: [Br:1][C:2]1[CH:7]=[CH:6][C:5]([NH:8][C:9]2[C:17]3[S:16][N:15]=[CH:14][C:13]=3[CH:12]=[CH:11][C:10]=2[C:18]([OH:20])=O)=[C:4]([F:21])[CH:3]=1.C(N(C(C)C)CC)(C)C.[CH3:31][C:32]1([CH3:40])[O:36][C@@H:35]([CH2:37][O:38][NH2:39])[CH2:34][O:33]1.CCN=C=NCCCN(C)C.C1C=CC2N(O)N=NC=2C=1. Product: [CH3:31][C:32]1([CH3:40])[O:36][C@@H:35]([CH2:37][O:38][NH:39][C:18]([C:10]2[CH:11]=[CH:12][C:13]3[CH:14]=[N:15][S:16][C:17]=3[C:9]=2[NH:8][C:5]2[CH:6]=[CH:7][C:2]([Br:1])=[CH:3][C:4]=2[F:21])=[O:20])[CH2:34][O:33]1. The catalyst class is: 39. (6) Reactant: [NH2:1][C@H:2]1[CH2:6][CH2:5][CH2:4][C@@H:3]1[NH:7][C:8](=O)OC(C)(C)C.CCN(C(C)C)C(C)C.[CH3:24][O:25][C:26]1[CH:34]=[CH:33][CH:32]=[C:31]([O:35][CH3:36])[C:27]=1[C:28](Cl)=[O:29].[H-].[Al+3].[Li+].[H-].[H-].[H-].C1COCC1. Product: [CH3:24][O:25][C:26]1[CH:34]=[CH:33][CH:32]=[C:31]([O:35][CH3:36])[C:27]=1[C:28]([NH:1][C@H:2]1[CH2:6][CH2:5][CH2:4][C@@H:3]1[NH:7][CH3:8])=[O:29]. The catalyst class is: 4. (7) Reactant: [Cl:1][C:2]1[CH:3]=[C:4]([CH:25]=[CH:26][C:27]=1[F:28])[CH2:5][C:6]1[S:7][C:8]2[C:15]([C:16]3[CH:17]=[C:18]([CH:22]=[CH:23][CH:24]=3)[C:19](O)=[O:20])=[CH:14][CH:13]=[CH:12][C:9]=2[C:10]=1[CH3:11].[NH2:29][CH2:30][CH2:31][OH:32].CCN=C=NCCCN(C)C.C1C=CC2N(O)N=NC=2C=1. Product: [Cl:1][C:2]1[CH:3]=[C:4]([CH:25]=[CH:26][C:27]=1[F:28])[CH2:5][C:6]1[S:7][C:8]2[C:15]([C:16]3[CH:17]=[C:18]([CH:22]=[CH:23][CH:24]=3)[C:19]([NH:29][CH2:30][CH2:31][OH:32])=[O:20])=[CH:14][CH:13]=[CH:12][C:9]=2[C:10]=1[CH3:11]. The catalyst class is: 136.